Dataset: Forward reaction prediction with 1.9M reactions from USPTO patents (1976-2016). Task: Predict the product of the given reaction. Given the reactants Cl.[F:2][C:3]1[CH:8]=[CH:7][C:6]([CH2:9][NH2:10])=[CH:5][C:4]=1[N+:11]([O-:13])=[O:12].[F:14][C:15]([F:23])([F:22])[C:16]1([C:19](O)=[O:20])[CH2:18][CH2:17]1.CN(C(ON1N=NC2C=CC=CC1=2)=[N+](C)C)C.F[P-](F)(F)(F)(F)F, predict the reaction product. The product is: [F:2][C:3]1[CH:8]=[CH:7][C:6]([CH2:9][NH:10][C:19]([C:16]2([C:15]([F:23])([F:22])[F:14])[CH2:18][CH2:17]2)=[O:20])=[CH:5][C:4]=1[N+:11]([O-:13])=[O:12].